This data is from Reaction yield outcomes from USPTO patents with 853,638 reactions. The task is: Predict the reaction yield, written as a fraction of the theoretical maximum amount of product (1.0 means a 100% yield; for example, 0.34 means a 34% yield). (1) The reactants are [N:1]1[C:9]([NH2:10])=[C:8]2[C:4]([NH:5][CH:6]=[N:7]2)=[N:3][CH:2]=1.[H-].[Na+].Br[CH2:14][C:15]1[N:16]([C:27]2[CH:32]=[CH:31][CH:30]=[CH:29][C:28]=2[CH3:33])[C:17](=[O:26])[C:18]2[C:23]([CH:24]=1)=[CH:22][CH:21]=[CH:20][C:19]=2[CH3:25]. The catalyst is CN(C=O)C. The product is [NH2:10][C:9]1[N:1]=[CH:2][N:3]=[C:4]2[C:8]=1[N:7]=[CH:6][N:5]2[CH2:14][C:15]1[N:16]([C:27]2[CH:32]=[CH:31][CH:30]=[CH:29][C:28]=2[CH3:33])[C:17](=[O:26])[C:18]2[C:23]([CH:24]=1)=[CH:22][CH:21]=[CH:20][C:19]=2[CH3:25]. The yield is 0.700. (2) The reactants are C1C2C(COC([N:18]3[CH2:23][CH2:22][N:21]([C:24]([O:26][C:27]([CH3:30])([CH3:29])[CH3:28])=[O:25])[CH2:20][CH:19]3[C:31]([OH:33])=O)=O)C3C(=CC=CC=3)C=2C=CC=1.[Cl:34][C:35]1[CH:36]=[C:37]([CH:42]=[CH:43][CH:44]=1)[C:38]([NH:40]O)=[NH:39].C1C=CC2N(O)N=NC=2C=1.CCN=C=NCCCN(C)C. The catalyst is CN(C=O)C.C(OCC)(=O)C. The product is [C:27]([O:26][C:24]([N:21]1[CH2:22][CH2:23][NH:18][CH:19]([C:31]2[O:33][N:40]=[C:38]([C:37]3[CH:42]=[CH:43][CH:44]=[C:35]([Cl:34])[CH:36]=3)[N:39]=2)[CH2:20]1)=[O:25])([CH3:28])([CH3:29])[CH3:30]. The yield is 0.390. (3) The reactants are Cl.[F:2][C:3]1[CH:22]=[C:21]([CH3:23])[C:20]([O:24]C(OC)=O)=[CH:19][C:4]=1[NH:5][C:6]1[C:15]2[C:10](=[CH:11][C:12]([OH:18])=[C:13]([O:16][CH3:17])[CH:14]=2)[N:9]=[CH:8][N:7]=1.Cl.[Cl:30][CH2:31][C:32]1[N:33]=[C:34]([CH3:37])[S:35][CH:36]=1.C(=O)([O-])[O-].[K+].[K+].[I-].[K+]. The catalyst is CN(C=O)C. The product is [ClH:30].[F:2][C:3]1[CH:22]=[C:21]([CH3:23])[C:20]([OH:24])=[CH:19][C:4]=1[NH:5][C:6]1[C:15]2[C:10](=[CH:11][C:12]([O:18][CH2:31][C:32]3[N:33]=[C:34]([CH3:37])[S:35][CH:36]=3)=[C:13]([O:16][CH3:17])[CH:14]=2)[N:9]=[CH:8][N:7]=1. The yield is 0.480. (4) The reactants are [N+:1]([C:4]1[CH:5]=[C:6]2[C:10](=[CH:11][CH:12]=1)[NH:9][C:8]([CH:13]([CH3:16])[CH2:14][OH:15])=[CH:7]2)([O-])=O.O.O.[Sn](Cl)(Cl)(Cl)Cl. The catalyst is C(O)C.C(OCC)(=O)C.O.C([O-])(O)=O.[Na+]. The product is [NH2:1][C:4]1[CH:5]=[C:6]2[C:10](=[CH:11][CH:12]=1)[NH:9][C:8]([CH:13]([CH3:16])[CH2:14][OH:15])=[CH:7]2. The yield is 0.820. (5) The reactants are [CH2:1]([O:3][C:4]([C:6]1[C:10]([CH3:11])=[C:9]([CH:12]=O)[S:8][C:7]=1[NH:14][C:15](=[O:28])[C:16]1[CH:21]=[CH:20][CH:19]=[C:18]([CH2:22][N:23]([CH2:26][CH3:27])[CH2:24][CH3:25])[CH:17]=1)=[O:5])[CH3:2].[C:29](O)(=O)[CH3:30].C(O[BH-](O[C:43](=O)[CH3:44])OC(=O)C)(=O)C.[Na+].C(=O)([O-])O.[Na+].[CH3:52][N:53](C)C=O. No catalyst specified. The product is [CH2:1]([O:3][C:4]([C:6]1[C:10]([CH3:11])=[C:9]([CH2:12][N:53]2[CH2:30][CH2:29][CH2:44][CH2:43][CH2:52]2)[S:8][C:7]=1[NH:14][C:15](=[O:28])[C:16]1[CH:21]=[CH:20][CH:19]=[C:18]([CH2:22][N:23]([CH2:24][CH3:25])[CH2:26][CH3:27])[CH:17]=1)=[O:5])[CH3:2]. The yield is 0.640. (6) The reactants are [CH2:1]([O:3][C:4](=[O:21])[CH:5]([CH2:9][CH2:10][C:11]1[CH:16]=[CH:15][CH:14]=[C:13]([C:17]([F:20])([F:19])[F:18])[CH:12]=1)[CH2:6][CH:7]=[CH2:8])[CH3:2].[O:22]=[O+:23][O-:24].C1C=CC(P(C2C=CC=CC=2)C2C=CC=CC=2)=CC=1. The catalyst is C(Cl)Cl. The product is [O:22]1[CH2:8][CH:7]([CH2:6][CH:5]([CH2:9][CH2:10][C:11]2[CH:16]=[CH:15][CH:14]=[C:13]([C:17]([F:19])([F:20])[F:18])[CH:12]=2)[C:4]([O:3][CH2:1][CH3:2])=[O:21])[O:24][O:23]1. The yield is 0.250.